Dataset: NCI-60 drug combinations with 297,098 pairs across 59 cell lines. Task: Regression. Given two drug SMILES strings and cell line genomic features, predict the synergy score measuring deviation from expected non-interaction effect. (1) Drug 1: CN1C(=O)N2C=NC(=C2N=N1)C(=O)N. Drug 2: C(CCl)NC(=O)N(CCCl)N=O. Cell line: K-562. Synergy scores: CSS=15.0, Synergy_ZIP=-7.57, Synergy_Bliss=-10.1, Synergy_Loewe=-7.06, Synergy_HSA=-5.93. (2) Drug 1: CC1C(C(CC(O1)OC2CC(OC(C2O)C)OC3=CC4=CC5=C(C(=O)C(C(C5)C(C(=O)C(C(C)O)O)OC)OC6CC(C(C(O6)C)O)OC7CC(C(C(O7)C)O)OC8CC(C(C(O8)C)O)(C)O)C(=C4C(=C3C)O)O)O)O. Drug 2: C1=CC=C(C(=C1)C(C2=CC=C(C=C2)Cl)C(Cl)Cl)Cl. Cell line: HCC-2998. Synergy scores: CSS=62.3, Synergy_ZIP=1.19, Synergy_Bliss=2.14, Synergy_Loewe=-10.8, Synergy_HSA=1.00. (3) Drug 1: CCCCC(=O)OCC(=O)C1(CC(C2=C(C1)C(=C3C(=C2O)C(=O)C4=C(C3=O)C=CC=C4OC)O)OC5CC(C(C(O5)C)O)NC(=O)C(F)(F)F)O. Drug 2: CC1C(C(CC(O1)OC2CC(CC3=C2C(=C4C(=C3O)C(=O)C5=C(C4=O)C(=CC=C5)OC)O)(C(=O)CO)O)N)O.Cl. Cell line: NCI-H322M. Synergy scores: CSS=34.5, Synergy_ZIP=-1.36, Synergy_Bliss=-1.21, Synergy_Loewe=-0.0946, Synergy_HSA=1.09.